Task: Predict the product of the given reaction.. Dataset: Forward reaction prediction with 1.9M reactions from USPTO patents (1976-2016) (1) Given the reactants C(N([CH2:6][CH3:7])CC)C.C(C(CC)=[O:11])=C.[C:14]1([CH3:24])[CH:19]=[CH:18][C:17](S([O-])(=O)=O)=[CH:16][CH:15]=1.[NH+]1C=[CH:29][CH:28]=[CH:27][CH:26]=1.N[C@H:32]([C:40]([OH:42])=O)[CH2:33][C:34]1[CH:39]=[CH:38][CH:37]=[CH:36][CH:35]=1.Cl.C([O:47][CH2:48][CH3:49])(=O)C, predict the reaction product. The product is: [CH2:24]([O:47][C:48]1[CH:49]=[C:26]([C@@:34]23[C:35](=[O:11])[CH2:36][CH2:37][CH2:38][C:39]2=[C:6]([CH3:7])[C:40](=[O:42])[CH2:32][CH2:33]3)[CH:27]=[CH:28][CH:29]=1)[C:14]1[CH:19]=[CH:18][CH:17]=[CH:16][CH:15]=1. (2) The product is: [CH3:1][S:2]([C:3]1[N:8]=[C:7]([NH:9][C:10]2[S:11][C:12]3[CH:18]=[CH:17][CH:16]=[CH:15][C:13]=3[N:14]=2)[CH:6]=[C:5]([CH2:19][C:20]2[CH:25]=[CH:24][CH:23]=[CH:22][CH:21]=2)[N:4]=1)=[O:26]. Given the reactants [CH3:1][S:2][C:3]1[N:8]=[C:7]([NH:9][C:10]2[S:11][C:12]3[CH:18]=[CH:17][CH:16]=[CH:15][C:13]=3[N:14]=2)[CH:6]=[C:5]([CH2:19][C:20]2[CH:25]=[CH:24][CH:23]=[CH:22][CH:21]=2)[N:4]=1.[OH:26]OS([O-])=O.[K+].ClCCl, predict the reaction product. (3) Given the reactants Cl[C:2]1[CH:7]=[C:6]([C:8]2[CH:13]=[C:12]([Br:14])[CH:11]=[CH:10][C:9]=2[CH3:15])[N:5]=[C:4]([NH2:16])[N:3]=1.[NH2:17][C:18]1[CH:19]=[CH:20][C:21]([Cl:28])=[C:22]([CH:27]=1)[C:23]([NH:25][CH3:26])=[O:24], predict the reaction product. The product is: [NH2:16][C:4]1[N:3]=[C:2]([NH:17][C:18]2[CH:19]=[CH:20][C:21]([Cl:28])=[C:22]([CH:27]=2)[C:23]([NH:25][CH3:26])=[O:24])[CH:7]=[C:6]([C:8]2[CH:13]=[C:12]([Br:14])[CH:11]=[CH:10][C:9]=2[CH3:15])[N:5]=1. (4) Given the reactants C(OC(=O)[NH:7][C:8]1([C:12]2[CH:17]=[CH:16][C:15]([C:18]3[C:19]([C:33]4[CH:38]=[CH:37][CH:36]=[CH:35][CH:34]=4)=[CH:20][C:21]4[N:26]([CH2:27][CH2:28][C:29]#[N:30])[C:25](=[O:31])[CH2:24][O:23][C:22]=4[N:32]=3)=[CH:14][CH:13]=2)[CH2:11][CH2:10][CH2:9]1)(C)(C)C, predict the reaction product. The product is: [NH2:7][C:8]1([C:12]2[CH:13]=[CH:14][C:15]([C:18]3[C:19]([C:33]4[CH:34]=[CH:35][CH:36]=[CH:37][CH:38]=4)=[CH:20][C:21]4[N:26]([CH2:27][CH2:28][C:29]#[N:30])[C:25](=[O:31])[CH2:24][O:23][C:22]=4[N:32]=3)=[CH:16][CH:17]=2)[CH2:11][CH2:10][CH2:9]1. (5) Given the reactants [Br:1][C:2]1[CH:7]=[CH:6][C:5]([N:8]([CH2:13][C:14]([O:16]C(C)(C)C)=[O:15])[S:9]([CH3:12])(=[O:11])=[O:10])=[CH:4][CH:3]=1, predict the reaction product. The product is: [Br:1][C:2]1[CH:3]=[CH:4][C:5]([N:8]([CH2:13][C:14]([OH:16])=[O:15])[S:9]([CH3:12])(=[O:10])=[O:11])=[CH:6][CH:7]=1. (6) Given the reactants Br[C:2]1[S:6][C:5]([NH:7][C:8]([NH:10][C:11]2[CH:16]=[CH:15][C:14]([CH3:17])=[CH:13][C:12]=2[C:18]([CH:20]2[CH2:24][CH2:23][CH2:22][CH2:21]2)=[O:19])=[O:9])=[N:4][CH:3]=1.[CH3:25][N:26]([CH3:35])[CH2:27][CH2:28][N:29]1[C:33]([SH:34])=[N:32][N:31]=[N:30]1, predict the reaction product. The product is: [CH:20]1([C:18]([C:12]2[CH:13]=[C:14]([CH3:17])[CH:15]=[CH:16][C:11]=2[NH:10][C:8]([NH:7][C:5]2[S:6][C:2]([S:34][C:33]3[N:29]([CH2:28][CH2:27][N:26]([CH3:35])[CH3:25])[N:30]=[N:31][N:32]=3)=[CH:3][N:4]=2)=[O:9])=[O:19])[CH2:24][CH2:23][CH2:22][CH2:21]1.